This data is from Reaction yield outcomes from USPTO patents with 853,638 reactions. The task is: Predict the reaction yield, written as a fraction of the theoretical maximum amount of product (1.0 means a 100% yield; for example, 0.34 means a 34% yield). The reactants are Br[C:2]1[C:7](=[O:8])[N:6]([CH2:9][C:10]2[CH:15]=[CH:14][C:13]([C:16]3[C:17]([C:22]#[N:23])=[CH:18][CH:19]=[CH:20][CH:21]=3)=[CH:12][CH:11]=2)[C:5]([CH2:24][CH2:25][CH2:26][CH3:27])=[N:4][C:3]=1[CH3:28].[CH3:29][C:30]1([CH3:42])[CH2:34][C:33]2[CH:35]=[C:36](B(O)O)[CH:37]=[CH:38][C:32]=2[O:31]1.C(=O)([O-])[O-].[Cs+].[Cs+]. The catalyst is O1CCOCC1.C(OCC)(=O)C.C1C=CC(P(C2C=CC=CC=2)[C-]2C=CC=C2)=CC=1.C1C=CC(P(C2C=CC=CC=2)[C-]2C=CC=C2)=CC=1.Cl[Pd]Cl.[Fe+2]. The product is [CH2:24]([C:5]1[N:6]([CH2:9][C:10]2[CH:15]=[CH:14][C:13]([C:16]3[C:17]([C:22]#[N:23])=[CH:18][CH:19]=[CH:20][CH:21]=3)=[CH:12][CH:11]=2)[C:7](=[O:8])[C:2]([C:36]2[CH:37]=[CH:38][C:32]3[O:31][C:30]([CH3:29])([CH3:42])[CH2:34][C:33]=3[CH:35]=2)=[C:3]([CH3:28])[N:4]=1)[CH2:25][CH2:26][CH3:27]. The yield is 0.820.